From a dataset of NCI-60 drug combinations with 297,098 pairs across 59 cell lines. Regression. Given two drug SMILES strings and cell line genomic features, predict the synergy score measuring deviation from expected non-interaction effect. (1) Drug 1: CN1CCC(CC1)COC2=C(C=C3C(=C2)N=CN=C3NC4=C(C=C(C=C4)Br)F)OC. Drug 2: C1C(C(OC1N2C=NC(=NC2=O)N)CO)O. Cell line: MCF7. Synergy scores: CSS=22.6, Synergy_ZIP=0.653, Synergy_Bliss=5.66, Synergy_Loewe=5.04, Synergy_HSA=8.57. (2) Drug 1: C1C(C(OC1N2C=C(C(=O)NC2=O)F)CO)O. Drug 2: CC1C(C(CC(O1)OC2CC(CC3=C2C(=C4C(=C3O)C(=O)C5=CC=CC=C5C4=O)O)(C(=O)C)O)N)O. Cell line: BT-549. Synergy scores: CSS=44.2, Synergy_ZIP=-2.92, Synergy_Bliss=-4.93, Synergy_Loewe=-1.82, Synergy_HSA=-0.763.